Dataset: Full USPTO retrosynthesis dataset with 1.9M reactions from patents (1976-2016). Task: Predict the reactants needed to synthesize the given product. (1) Given the product [CH3:2][C:3]1[CH:5]=[C:13]2[C:11](=[C:10]([N+:15]([O-:17])=[O:16])[CH:9]=1)[N:12]=[CH:7][CH:8]=[CH:14]2, predict the reactants needed to synthesize it. The reactants are: O[CH2:2][CH:3]([CH2:5]O)O.[CH3:7][C:8]1[CH:14]=[CH:13][C:11]([NH2:12])=[C:10]([N+:15]([O-:17])=[O:16])[CH:9]=1.S(=O)(=O)(O)O. (2) Given the product [CH3:20][NH:21][C:22]([C:24]1[C:25]2[CH:34]=[CH:33][C:32]([O:35][C:2]3[CH:7]=[CH:6][N:5]=[C:4]4[CH:8]=[C:9]([C:11]([N:13]5[CH2:17][CH2:16][CH:15]([O:18][CH3:19])[CH2:14]5)=[O:12])[S:10][C:3]=34)=[CH:31][C:26]=2[O:27][C:28]=1[CH2:29][CH3:30])=[O:23], predict the reactants needed to synthesize it. The reactants are: Cl[C:2]1[CH:7]=[CH:6][N:5]=[C:4]2[CH:8]=[C:9]([C:11]([N:13]3[CH2:17][CH2:16][C@@H:15]([O:18][CH3:19])[CH2:14]3)=[O:12])[S:10][C:3]=12.[CH3:20][NH:21][C:22]([C:24]1[C:25]2[CH:34]=[CH:33][C:32]([OH:35])=[CH:31][C:26]=2[O:27][C:28]=1[CH2:29][CH3:30])=[O:23].C([O-])([O-])=O.[Cs+].[Cs+]. (3) Given the product [C:21]([C:18]1[N:17]=[C:16]([NH:25][CH2:26][CH2:27][CH2:28][O:29][CH3:30])[C:15]([C:13]([N:8]([CH2:9][CH:10]([CH3:12])[CH3:11])[C@H:6]2[CH2:7][C@@H:2]([NH:1][CH2:49][CH:47]([OH:48])[C:41]3[CH:46]=[CH:45][CH:44]=[CH:43][CH:42]=3)[CH2:3][N:4]([C:31]([O:33][CH2:34][C:35]3[CH:36]=[CH:37][CH:38]=[CH:39][CH:40]=3)=[O:32])[CH2:5]2)=[O:14])=[CH:20][N:19]=1)([CH3:24])([CH3:22])[CH3:23], predict the reactants needed to synthesize it. The reactants are: [NH2:1][C@@H:2]1[CH2:7][C@H:6]([N:8]([C:13]([C:15]2[C:16]([NH:25][CH2:26][CH2:27][CH2:28][O:29][CH3:30])=[N:17][C:18]([C:21]([CH3:24])([CH3:23])[CH3:22])=[N:19][CH:20]=2)=[O:14])[CH2:9][CH:10]([CH3:12])[CH3:11])[CH2:5][N:4]([C:31]([O:33][CH2:34][C:35]2[CH:40]=[CH:39][CH:38]=[CH:37][CH:36]=2)=[O:32])[CH2:3]1.[C:41]1([CH:47]2[CH2:49][O:48]2)[CH:46]=[CH:45][CH:44]=[CH:43][CH:42]=1.Cl([O-])(=O)(=O)=O.[Li+]. (4) Given the product [F:19][C:16]1[CH:17]=[CH:18][C:13]([C:11]2[N:10]([C:20]3[CH:21]=[N:22][C:23]([O:26][CH3:27])=[CH:24][CH:25]=3)[N:9]=[C:8]([C:6]([OH:7])=[O:5])[CH:12]=2)=[CH:14][CH:15]=1, predict the reactants needed to synthesize it. The reactants are: [OH-].[Na+].C([O:5][C:6]([C:8]1[CH:12]=[C:11]([C:13]2[CH:18]=[CH:17][C:16]([F:19])=[CH:15][CH:14]=2)[N:10]([C:20]2[CH:21]=[N:22][C:23]([O:26][CH3:27])=[CH:24][CH:25]=2)[N:9]=1)=[O:7])C. (5) Given the product [Cl-:1].[Cl-:1].[Ca+2:3].[NH2:4][C@H:5]([C:12]([OH:14])=[O:13])[CH2:6][C:7]1[N:11]=[CH:10][NH:9][CH:8]=1.[Na+:15].[Cl-:1], predict the reactants needed to synthesize it. The reactants are: [Cl-:1].[Cl-].[Ca+2:3].[NH2:4][C@H:5]([C:12]([OH:14])=[O:13])[CH2:6][C:7]1[N:11]=[CH:10][NH:9][CH:8]=1.[Na+:15].[Cl-]. (6) The reactants are: COCO[CH:5]1[CH2:9][CH2:8][CH2:7][C:6]1([NH:12][CH3:13])[C:10]#[N:11].C1(=O)CCCC1. Given the product [CH3:13][NH:12][C:6]1([C:10]#[N:11])[CH2:7][CH2:8][CH2:9][CH2:5]1, predict the reactants needed to synthesize it. (7) Given the product [F:24][C:25]1[CH:31]=[CH:30][CH:29]=[CH:28][C:26]=1[NH:27][C:2]1[N:7]=[C:6]([NH:8][CH:9]([CH3:11])[CH3:10])[N:5]=[C:4]([NH:12][C:13]2[CH:18]=[CH:17][CH:16]=[CH:15][CH:14]=2)[N:3]=1, predict the reactants needed to synthesize it. The reactants are: Cl[C:2]1[N:7]=[C:6]([NH:8][CH:9]([CH3:11])[CH3:10])[N:5]=[C:4]([NH:12][C:13]2[CH:18]=[CH:17][CH:16]=[CH:15][CH:14]=2)[N:3]=1.CN(C)C=O.[F:24][C:25]1[CH:31]=[CH:30][CH:29]=[CH:28][C:26]=1[NH2:27].Cl.O1CCOCC1.C(O)C(N)(CO)CO.C(=O)C1C=CC=CC=1.C(=O)(O)[O-].[Na+]. (8) The reactants are: [C:1]([C:3]1[NH:4][CH:5]=[C:6]([C:8]#[N:9])[CH:7]=1)#[N:2].[H-].[Na+].C[N:13](C=O)C. Given the product [NH2:13][N:4]1[CH:5]=[C:6]([C:8]#[N:9])[CH:7]=[C:3]1[C:1]#[N:2], predict the reactants needed to synthesize it. (9) The reactants are: [CH2:1]([NH:4][S:5]([C:8]1[CH:13]=[CH:12][CH:11]=[CH:10][C:9]=1[N+:14]([O-:16])=[O:15])(=[O:7])=[O:6])[CH:2]=[CH2:3].[Br:17][CH2:18][CH2:19]Br. Given the product [CH2:1]([N:4]([CH2:19][CH2:18][Br:17])[S:5]([C:8]1[CH:13]=[CH:12][CH:11]=[CH:10][C:9]=1[N+:14]([O-:16])=[O:15])(=[O:7])=[O:6])[CH:2]=[CH2:3], predict the reactants needed to synthesize it.